From a dataset of NCI-60 drug combinations with 297,098 pairs across 59 cell lines. Regression. Given two drug SMILES strings and cell line genomic features, predict the synergy score measuring deviation from expected non-interaction effect. (1) Drug 1: CS(=O)(=O)OCCCCOS(=O)(=O)C. Drug 2: CN(C(=O)NC(C=O)C(C(C(CO)O)O)O)N=O. Cell line: UO-31. Synergy scores: CSS=-5.83, Synergy_ZIP=1.15, Synergy_Bliss=-2.37, Synergy_Loewe=-2.59, Synergy_HSA=-6.31. (2) Drug 1: CC1=C(C(CCC1)(C)C)C=CC(=CC=CC(=CC(=O)O)C)C. Drug 2: CN1C2=C(C=C(C=C2)N(CCCl)CCCl)N=C1CCCC(=O)O.Cl. Cell line: BT-549. Synergy scores: CSS=-1.58, Synergy_ZIP=2.03, Synergy_Bliss=2.43, Synergy_Loewe=-1.14, Synergy_HSA=-0.925. (3) Drug 1: C1=C(C(=O)NC(=O)N1)N(CCCl)CCCl. Drug 2: C1CCC(C(C1)N)N.C(=O)(C(=O)[O-])[O-].[Pt+4]. Cell line: MCF7. Synergy scores: CSS=38.1, Synergy_ZIP=-9.38, Synergy_Bliss=-2.99, Synergy_Loewe=-26.2, Synergy_HSA=1.85. (4) Drug 1: CC12CCC3C(C1CCC2NC(=O)OCC(F)(F)F)CCC4C3(C=CC(=O)N4C)C. Drug 2: CCC1=C2N=C(C=C(N2N=C1)NCC3=C[N+](=CC=C3)[O-])N4CCCCC4CCO. Cell line: HCT116. Synergy scores: CSS=36.5, Synergy_ZIP=0.0899, Synergy_Bliss=-2.00, Synergy_Loewe=-24.0, Synergy_HSA=-0.266. (5) Drug 1: C1CC(=O)NC(=O)C1N2CC3=C(C2=O)C=CC=C3N. Drug 2: COC1=CC(=CC(=C1O)OC)C2C3C(COC3=O)C(C4=CC5=C(C=C24)OCO5)OC6C(C(C7C(O6)COC(O7)C8=CC=CS8)O)O. Cell line: MCF7. Synergy scores: CSS=31.6, Synergy_ZIP=-13.1, Synergy_Bliss=-6.39, Synergy_Loewe=-34.3, Synergy_HSA=-4.14. (6) Drug 1: CCCCCOC(=O)NC1=NC(=O)N(C=C1F)C2C(C(C(O2)C)O)O. Drug 2: CC12CCC3C(C1CCC2OP(=O)(O)O)CCC4=C3C=CC(=C4)OC(=O)N(CCCl)CCCl.[Na+]. Cell line: UACC-257. Synergy scores: CSS=15.1, Synergy_ZIP=-2.09, Synergy_Bliss=0.869, Synergy_Loewe=-3.25, Synergy_HSA=-3.13. (7) Drug 1: CNC(=O)C1=NC=CC(=C1)OC2=CC=C(C=C2)NC(=O)NC3=CC(=C(C=C3)Cl)C(F)(F)F. Drug 2: C1C(C(OC1N2C=NC3=C2NC=NCC3O)CO)O. Cell line: TK-10. Synergy scores: CSS=-5.03, Synergy_ZIP=4.05, Synergy_Bliss=5.66, Synergy_Loewe=1.17, Synergy_HSA=-0.339.